From a dataset of Full USPTO retrosynthesis dataset with 1.9M reactions from patents (1976-2016). Predict the reactants needed to synthesize the given product. (1) Given the product [CH2:14]([N:11]1[C:6]2=[N:7][C:8]([CH2:9][CH3:10])=[C:3]([CH2:2][N:1]3[CH2:24][C:25]4[C:26](=[CH:31][C:32]([C:35]([F:38])([F:36])[F:37])=[CH:33][CH:34]=4)[C:27]3=[O:28])[C:4]([NH:16][CH:17]3[CH2:18][CH2:19][O:20][CH2:21][CH2:22]3)=[C:5]2[CH:13]=[N:12]1)[CH3:15], predict the reactants needed to synthesize it. The reactants are: [NH2:1][CH2:2][C:3]1[C:8]([CH2:9][CH3:10])=[N:7][C:6]2[N:11]([CH2:14][CH3:15])[N:12]=[CH:13][C:5]=2[C:4]=1[NH:16][CH:17]1[CH2:22][CH2:21][O:20][CH2:19][CH2:18]1.Br[CH2:24][C:25]1[CH:34]=[CH:33][C:32]([C:35]([F:38])([F:37])[F:36])=[CH:31][C:26]=1[C:27](OC)=[O:28]. (2) Given the product [Br:1][C:2]1[C:3](=[O:8])[N:4]([CH3:9])[CH:5]=[N:6][CH:7]=1, predict the reactants needed to synthesize it. The reactants are: [Br:1][C:2]1[C:3](=[O:8])[NH:4][CH:5]=[N:6][CH:7]=1.[C:9](=O)([O-])[O-].[K+].[K+].CI.O.